From a dataset of Peptide-MHC class II binding affinity with 134,281 pairs from IEDB. Regression. Given a peptide amino acid sequence and an MHC pseudo amino acid sequence, predict their binding affinity value. This is MHC class II binding data. (1) The peptide sequence is NGSQFFLCTAKTAWL. The MHC is DRB1_1302 with pseudo-sequence DRB1_1302. The binding affinity (normalized) is 0.614. (2) The peptide sequence is EYIEAAKWLLPPPKV. The MHC is DRB3_0202 with pseudo-sequence DRB3_0202. The binding affinity (normalized) is 0.296. (3) The peptide sequence is KYNLNRAMMLDDLTM. The MHC is DRB1_0301 with pseudo-sequence DRB1_0301. The binding affinity (normalized) is 0.640. (4) The peptide sequence is HAAIGAYLEEQEQWK. The MHC is HLA-DQA10501-DQB10402 with pseudo-sequence HLA-DQA10501-DQB10402. The binding affinity (normalized) is 0.532. (5) The peptide sequence is PGQQRSIQDNQVAYL. The MHC is DRB1_0701 with pseudo-sequence DRB1_0701. The binding affinity (normalized) is 0.320. (6) The peptide sequence is EKKYFAVTQFEPLAA. The MHC is HLA-DQA10301-DQB10302 with pseudo-sequence HLA-DQA10301-DQB10302. The binding affinity (normalized) is 0.442.